Regression. Given two drug SMILES strings and cell line genomic features, predict the synergy score measuring deviation from expected non-interaction effect. From a dataset of NCI-60 drug combinations with 297,098 pairs across 59 cell lines. (1) Drug 1: CCCS(=O)(=O)NC1=C(C(=C(C=C1)F)C(=O)C2=CNC3=C2C=C(C=N3)C4=CC=C(C=C4)Cl)F. Drug 2: C1CN(CCN1C(=O)CCBr)C(=O)CCBr. Cell line: NCIH23. Synergy scores: CSS=4.22, Synergy_ZIP=-6.04, Synergy_Bliss=-5.60, Synergy_Loewe=-18.0, Synergy_HSA=-8.80. (2) Drug 1: C1=CC(=CC=C1CC(C(=O)O)N)N(CCCl)CCCl.Cl. Drug 2: C1=NC2=C(N1)C(=S)N=C(N2)N. Cell line: SNB-75. Synergy scores: CSS=26.1, Synergy_ZIP=-8.13, Synergy_Bliss=-5.36, Synergy_Loewe=-5.05, Synergy_HSA=-2.65. (3) Drug 1: CC1=C(C=C(C=C1)NC(=O)C2=CC=C(C=C2)CN3CCN(CC3)C)NC4=NC=CC(=N4)C5=CN=CC=C5. Drug 2: CC1CCCC2(C(O2)CC(NC(=O)CC(C(C(=O)C(C1O)C)(C)C)O)C(=CC3=CSC(=N3)C)C)C. Cell line: HCT116. Synergy scores: CSS=60.1, Synergy_ZIP=0.318, Synergy_Bliss=-0.145, Synergy_Loewe=-27.7, Synergy_HSA=1.92. (4) Drug 1: CCC1(CC2CC(C3=C(CCN(C2)C1)C4=CC=CC=C4N3)(C5=C(C=C6C(=C5)C78CCN9C7C(C=CC9)(C(C(C8N6C=O)(C(=O)OC)O)OC(=O)C)CC)OC)C(=O)OC)O.OS(=O)(=O)O. Drug 2: CC(C)(C#N)C1=CC(=CC(=C1)CN2C=NC=N2)C(C)(C)C#N. Cell line: MOLT-4. Synergy scores: CSS=33.7, Synergy_ZIP=7.32, Synergy_Bliss=9.46, Synergy_Loewe=-22.1, Synergy_HSA=7.11.